Dataset: CYP3A4 inhibition data for predicting drug metabolism from PubChem BioAssay. Task: Regression/Classification. Given a drug SMILES string, predict its absorption, distribution, metabolism, or excretion properties. Task type varies by dataset: regression for continuous measurements (e.g., permeability, clearance, half-life) or binary classification for categorical outcomes (e.g., BBB penetration, CYP inhibition). Dataset: cyp3a4_veith. (1) The compound is FC(F)(F)c1ccc(/C=N/N2CCN(Cc3cccc4ccccc34)CC2)cc1. The result is 0 (non-inhibitor). (2) The molecule is O=C(CNC(=O)/C(=C\c1ccccc1)NC(=O)c1ccc(Br)cc1)OCc1ccccc1. The result is 1 (inhibitor). (3) The drug is CC(C)CN(C)c1nc(N)c(C(=O)N=C(N)N)nc1Cl. The result is 0 (non-inhibitor). (4) The drug is O=C(CSc1nnc(-c2cccc(S(=O)(=O)N3CCOCC3)c2)n1C1CCCCCC1)NCc1ccccc1. The result is 1 (inhibitor). (5) The molecule is COC(=O)c1cc(-c2ccc3ccccc3c2)[nH]c(=O)c1C#N. The result is 0 (non-inhibitor). (6) The compound is C=CCn1c(-c2cccn(Cc3ccccc3)c2=O)n[nH]c1=S. The result is 1 (inhibitor).